This data is from Experimentally validated miRNA-target interactions with 360,000+ pairs, plus equal number of negative samples. The task is: Binary Classification. Given a miRNA mature sequence and a target amino acid sequence, predict their likelihood of interaction. (1) The miRNA is rno-miR-200a-5p with sequence CAUCUUACCGGACAGUGCUGG. The protein sequence of the target gene is MDFSRQSFHRSLSSSSQGPALSMSGSLYRKGTVQRLGAAPSVYGGAGGHGTRISVSKAVMSYGGDLSNGSDLFGGNGKLAMQNLNDRLANYLEKVRSLEQSNSRLEAQIKQWYETNAPSTIRDYSSYYAQIKELQNQVKDAQVQNAQCVLRIDNAKLAAEDFRLKFETERGMRIAVEADLQGLSKVYDNLTLQKTDLEIQIEELNKDLALLKKEHQEEVEVLRRQLGNNVNVEVDAAPGLNLGEIMNEMRQRYEVLAQKNLQEAKEQFERQSQTLQQQVTVNTEELKGFEVQVTELRRTY.... Result: 0 (no interaction). (2) The miRNA is mmu-miR-9-5p with sequence UCUUUGGUUAUCUAGCUGUAUGA. The protein sequence of the target gene is MPNIVLFSGSSHQDLSQRVADRLGLELGKVVTKKFSNQETSVEIGESVRGEDVYIIQSGCGEINDNLMELLIMINACKIASSSRVTAVIPCFPYARQDKKDKSRAPISAKLVANMLSVAGADHIITMDLHASQIQGFFDIPVDNLYAEPAVLQWIRENITEWRNCIIVSPDAGGAKRVTSIADRLNVEFALIHKERKKANEVDRMVLVGDVKDRVAILVDDMADTCGTICHAADKLLSAGATKVYAILTHGIFSGPAISRINSAAFEAVVVTNTIPQEDKMKHCSKIQVIDISMILAEAI.... Result: 1 (interaction).